This data is from Reaction yield outcomes from USPTO patents with 853,638 reactions. The task is: Predict the reaction yield, written as a fraction of the theoretical maximum amount of product (1.0 means a 100% yield; for example, 0.34 means a 34% yield). (1) The yield is 0.350. The product is [CH2:9]([C:7]1[N:6]([C:11]2[CH:16]=[CH:15][C:14]([CH2:17][CH2:18][OH:19])=[CH:13][CH:12]=2)[C:5]2[CH:20]=[CH:21][C:2]([B:22]3[O:26][C:25]([CH3:28])([CH3:27])[C:24]([CH3:30])([CH3:29])[O:23]3)=[CH:3][C:4]=2[N:8]=1)[CH3:10]. The reactants are Br[C:2]1[CH:21]=[CH:20][C:5]2[N:6]([C:11]3[CH:16]=[CH:15][C:14]([CH2:17][CH2:18][OH:19])=[CH:13][CH:12]=3)[C:7]([CH2:9][CH3:10])=[N:8][C:4]=2[CH:3]=1.[B:22]1([B:22]2[O:26][C:25]([CH3:28])([CH3:27])[C:24]([CH3:30])([CH3:29])[O:23]2)[O:26][C:25]([CH3:28])([CH3:27])[C:24]([CH3:30])([CH3:29])[O:23]1.CC([O-])=O.[K+].C(Cl)Cl. The catalyst is CS(C)=O.O.C1(P(C2C=CC=CC=2)[C-]2C=CC=C2)C=CC=CC=1.[C-]1(P(C2C=CC=CC=2)C2C=CC=CC=2)C=CC=C1.[Fe+2].C1C=CC(P(C2C=CC=CC=2)[C-]2C=CC=C2)=CC=1.C1C=CC(P(C2C=CC=CC=2)[C-]2C=CC=C2)=CC=1.Cl[Pd]Cl.[Fe+2]. (2) The reactants are [CH3:1][O:2][C:3]1[CH:11]=[CH:10][C:9]([O:12][CH3:13])=[C:8]2[C:4]=1[C:5](=[O:15])[C:6](=[O:14])[NH:7]2.C(=O)([O-])[O-].[Cs+].[Cs+].Br[CH2:23][CH2:24][O:25][CH2:26][CH2:27][O:28][CH3:29]. The catalyst is CN(C)C=O.O1CCCC1. The product is [CH3:1][O:2][C:3]1[CH:11]=[CH:10][C:9]([O:12][CH3:13])=[C:8]2[C:4]=1[C:5](=[O:15])[C:6](=[O:14])[N:7]2[CH2:23][CH2:24][O:25][CH2:26][CH2:27][O:28][CH3:29]. The yield is 0.820. (3) The reactants are [Cl:1][C:2]1[CH:7]=[C:6]([Cl:8])[N:5]=[C:4]([NH2:9])[N:3]=1.[C:10](Cl)(=[O:12])[CH3:11].O. The catalyst is C(O)(=O)C. The product is [Cl:1][C:2]1[CH:7]=[C:6]([Cl:8])[N:5]=[C:4]([NH:9][C:10](=[O:12])[CH3:11])[N:3]=1. The yield is 0.790. (4) The reactants are [CH3:1][O:2][C:3]1[CH:4]=[C:5]([CH2:9][C:10](Cl)=[O:11])[CH:6]=[CH:7][CH:8]=1.[F:13][C:14]1[CH:20]=[CH:19][C:17]([NH2:18])=[CH:16][CH:15]=1. No catalyst specified. The product is [F:13][C:14]1[CH:20]=[CH:19][C:17]([NH:18][C:10](=[O:11])[CH2:9][C:5]2[CH:6]=[CH:7][CH:8]=[C:3]([O:2][CH3:1])[CH:4]=2)=[CH:16][CH:15]=1. The yield is 0.980.